Dataset: Forward reaction prediction with 1.9M reactions from USPTO patents (1976-2016). Task: Predict the product of the given reaction. (1) Given the reactants [Br:1][C:2]1[CH:3]=[C:4]2[C:12](=[CH:13][CH:14]=1)[NH:11][C:10]1[C:9](=O)[CH2:8][CH2:7][CH2:6][C:5]2=1.[CH3:16][C@@H:17]([NH2:24])[C:18]1[CH:23]=[CH:22][CH:21]=[CH:20][CH:19]=1.C1(C)C=CC(S(O)(=O)=O)=CC=1.C(O)=O.C(N(CC)CC)C, predict the reaction product. The product is: [Br:1][C:2]1[CH:3]=[C:4]2[C:12](=[CH:13][CH:14]=1)[NH:11][C:10]1[C@H:9]([NH:24][C@@H:17]([C:18]3[CH:23]=[CH:22][CH:21]=[CH:20][CH:19]=3)[CH3:16])[CH2:8][CH2:7][CH2:6][C:5]2=1. (2) Given the reactants [CH:1](O)([C:8]1[CH:13]=[CH:12][CH:11]=[CH:10][CH:9]=1)[C:2]1[CH:7]=[CH:6][CH:5]=[CH:4][CH:3]=1.F[C:16](F)(F)[C:17]([OH:19])=O.C(O)(=O)C[SH:24], predict the reaction product. The product is: [CH:1]([CH2:16][C:17]([OH:19])=[S:24])([C:8]1[CH:13]=[CH:12][CH:11]=[CH:10][CH:9]=1)[C:2]1[CH:7]=[CH:6][CH:5]=[CH:4][CH:3]=1. (3) Given the reactants Br[C:2]1[CH:3]=[C:4]([CH:7]=[CH:8][C:9]=1[F:10])[CH:5]=[O:6].CC1(C)C2C(=C(P(C3C=CC=CC=3)C3C=CC=CC=3)C=CC=2)OC2C(P(C3C=CC=CC=3)C3C=CC=CC=3)=CC=CC1=2.C(=O)([O-])[O-].[Cs+].[Cs+].[CH3:59][CH:60]1[NH:64][C:63](=[O:65])[CH2:62][CH2:61]1, predict the reaction product. The product is: [F:10][C:9]1[CH:8]=[CH:7][C:4]([CH:5]=[O:6])=[CH:3][C:2]=1[N:64]1[C:63](=[O:65])[CH2:62][CH2:61][CH:60]1[CH3:59]. (4) Given the reactants [Na].[CH3:2][OH:3].Cl[C:5]1[N:6]=[C:7]([CH3:15])[C:8]([C:11]([O:13]C)=[O:12])=[N:9][CH:10]=1.[OH-].[Na+].Cl, predict the reaction product. The product is: [CH3:2][O:3][C:5]1[N:6]=[C:7]([CH3:15])[C:8]([C:11]([OH:13])=[O:12])=[N:9][CH:10]=1. (5) Given the reactants [C:1]([NH:8][CH2:9][C:10]([OH:12])=O)([O:3][C:4]([CH3:7])([CH3:6])[CH3:5])=[O:2].[CH2:13]([O:15][C:16]([C@:18]1([NH2:30])[CH2:23][C@H:22]([OH:24])[C@@H:21]2[C@H:19]1[C@H:20]2[C:25]([O:27][CH2:28][CH3:29])=[O:26])=[O:17])[CH3:14], predict the reaction product. The product is: [CH2:13]([O:15][C:16]([C@:18]1([NH:30][C:10](=[O:12])[CH2:9][NH:8][C:1]([O:3][C:4]([CH3:5])([CH3:6])[CH3:7])=[O:2])[CH2:23][C@H:22]([OH:24])[C@@H:21]2[C@H:19]1[C@H:20]2[C:25]([O:27][CH2:28][CH3:29])=[O:26])=[O:17])[CH3:14]. (6) Given the reactants [NH2:1][C:2]1[C:3]([NH:13][CH2:14][C:15]2[CH:20]=[CH:19][C:18]([O:21][CH3:22])=[CH:17][CH:16]=2)=[CH:4][C:5]([F:12])=[C:6]([CH:11]=1)[C:7]([O:9][CH3:10])=[O:8].[C:23](OCC)(=[O:29])[C:24](OCC)=[O:25], predict the reaction product. The product is: [F:12][C:5]1[CH:4]=[C:3]2[C:2]([NH:1][C:23](=[O:29])[C:24](=[O:25])[N:13]2[CH2:14][C:15]2[CH:16]=[CH:17][C:18]([O:21][CH3:22])=[CH:19][CH:20]=2)=[CH:11][C:6]=1[C:7]([O:9][CH3:10])=[O:8]. (7) Given the reactants O[CH2:2][CH2:3][O:4][C:5]1[CH:6]=[C:7]([C:13]2[NH:22][C:21](=[O:23])[C:20]3[C:15](=[CH:16][C:17]([O:26][CH3:27])=[CH:18][C:19]=3[O:24][CH3:25])[N:14]=2)[CH:8]=[C:9]([O:11][CH3:12])[CH:10]=1.C(Br)(Br)(Br)[Br:29].C1(P(C2C=CC=CC=2)C2C=CC=CC=2)C=CC=CC=1, predict the reaction product. The product is: [Br:29][CH2:2][CH2:3][O:4][C:5]1[CH:6]=[C:7]([C:13]2[NH:22][C:21](=[O:23])[C:20]3[C:15](=[CH:16][C:17]([O:26][CH3:27])=[CH:18][C:19]=3[O:24][CH3:25])[N:14]=2)[CH:8]=[C:9]([O:11][CH3:12])[CH:10]=1. (8) Given the reactants [S:1]1[C:5]2[CH:6]=[CH:7][CH:8]=[CH:9][C:4]=2[N:3]=[C:2]1[C:10]1[C:19]([N:20]2[CH2:24][CH2:23][CH2:22][C@@H:21]2[CH3:25])=[N:18][C:17]2[C:12](=[CH:13][CH:14]=[C:15]([C:26]([O:28]C)=[O:27])[CH:16]=2)[N:11]=1.[OH-].[Na+].O, predict the reaction product. The product is: [S:1]1[C:5]2[CH:6]=[CH:7][CH:8]=[CH:9][C:4]=2[N:3]=[C:2]1[C:10]1[C:19]([N:20]2[CH2:24][CH2:23][CH2:22][C@@H:21]2[CH3:25])=[N:18][C:17]2[C:12](=[CH:13][CH:14]=[C:15]([C:26]([OH:28])=[O:27])[CH:16]=2)[N:11]=1. (9) Given the reactants [N:1]1([CH2:6][CH2:7][N:8]2[C:16]3[C:11](=[CH:12][CH:13]=[C:14]([NH2:17])[CH:15]=3)[CH:10]=[N:9]2)[CH2:5][CH2:4][CH2:3][CH2:2]1.[C:18]1([CH3:34])[CH:23]=[CH:22][C:21]([C:24]2[O:28][C:27]([CH2:29][CH2:30][C:31](O)=[O:32])=[N:26][CH:25]=2)=[CH:20][CH:19]=1, predict the reaction product. The product is: [CH3:34][C:18]1[CH:19]=[CH:20][C:21]([C:24]2[O:28][C:27]([CH2:29][CH2:30][C:31]([NH:17][C:14]3[CH:15]=[C:16]4[C:11]([CH:10]=[N:9][N:8]4[CH2:7][CH2:6][N:1]4[CH2:5][CH2:4][CH2:3][CH2:2]4)=[CH:12][CH:13]=3)=[O:32])=[N:26][CH:25]=2)=[CH:22][CH:23]=1.